Task: Predict the product of the given reaction.. Dataset: Forward reaction prediction with 1.9M reactions from USPTO patents (1976-2016) (1) Given the reactants C(S[C:9]1[CH:10]=[C:11]2[C:16](=[CH:17][CH:18]=1)[C:15]([C:19]1[C:24]([O:25][CH3:26])=[CH:23][N:22]([C:27]3[CH:32]=[C:31]([F:33])[CH:30]=[C:29]([F:34])[CH:28]=3)[C:21](=[O:35])[CH:20]=1)=[N:14][CH:13]=[CH:12]2)C1C=CC=CC=1.ClN1C(C)(C)C(=O)N(Cl)C1=O.[S:47](Cl)(Cl)(=[O:49])=[O:48].[F:52][C:53]1[C:58]([F:59])=[C:57]([F:60])[C:56]([F:61])=[C:55]([F:62])[C:54]=1[OH:63].C(N(CC)CC)C, predict the reaction product. The product is: [F:34][C:29]1[CH:28]=[C:27]([N:22]2[CH:23]=[C:24]([O:25][CH3:26])[C:19]([C:15]3[C:16]4[C:11](=[CH:10][C:9]([S:47]([O:63][C:54]5[C:53]([F:52])=[C:58]([F:59])[C:57]([F:60])=[C:56]([F:61])[C:55]=5[F:62])(=[O:49])=[O:48])=[CH:18][CH:17]=4)[CH:12]=[CH:13][N:14]=3)=[CH:20][C:21]2=[O:35])[CH:32]=[C:31]([F:33])[CH:30]=1. (2) Given the reactants BrC1C=C(C(Cl)=O)C=CC=1.[CH3:11][O:12][C:13]1[CH:14]=[C:15]2[C:20](=[CH:21][C:22]=1[O:23][CH3:24])[N:19]=[CH:18][CH:17]=[C:16]2[O:25][C:26]1[CH:32]=[CH:31][C:29]([NH2:30])=[CH:28][CH:27]=1.[Br:33][C:34]1[CH:35]=[C:36]([C:40]([N:42]=[C:43]=[S:44])=[O:41])[CH:37]=[CH:38][CH:39]=1, predict the reaction product. The product is: [Br:33][C:34]1[CH:35]=[C:36]([C:40]([N:42]=[C:43]=[S:44])=[O:41])[CH:37]=[CH:38][CH:39]=1.[Br:33][C:34]1[CH:35]=[C:36]([CH:37]=[CH:38][CH:39]=1)[C:40]([NH:42][C:43]([NH:30][C:29]1[CH:31]=[CH:32][C:26]([O:25][C:16]2[C:15]3[C:20](=[CH:21][C:22]([O:23][CH3:24])=[C:13]([O:12][CH3:11])[CH:14]=3)[N:19]=[CH:18][CH:17]=2)=[CH:27][CH:28]=1)=[S:44])=[O:41]. (3) Given the reactants C1C2C[C@H]3N(CC4CC4)CC[C@]45[C@H](C(CC[C@@]34O)=O)OC(C=25)=C(O)C=1.Cl.[CH:27]1[CH:32]=[C:31]([Cl:33])[CH:30]=[C:29]([C:34]([O:36]O)=[O:35])[CH:28]=1, predict the reaction product. The product is: [CH:27]1[CH:32]=[C:31]([Cl:33])[CH:30]=[C:29]([C:34]([OH:36])=[O:35])[CH:28]=1. (4) The product is: [OH:1][CH:2]([C:15]1[O:16][C:17]([C:20]2[CH:21]=[CH:22][CH:23]=[CH:24][CH:25]=2)=[CH:18][CH:19]=1)[CH2:3][C:4]1[CH:5]=[C:6]([CH:10]=[CH:11][C:12]([OH:14])=[O:13])[CH:7]=[CH:8][CH:9]=1. Given the reactants [O:1]=[C:2]([C:15]1[O:16][C:17]([C:20]2[CH:25]=[CH:24][CH:23]=[CH:22][CH:21]=2)=[CH:18][CH:19]=1)[CH2:3][C:4]1[CH:5]=[C:6]([CH:10]=[CH:11][C:12]([OH:14])=[O:13])[CH:7]=[CH:8][CH:9]=1.[BH4-].[Na+].Cl, predict the reaction product. (5) Given the reactants [OH:1][C@H:2]([CH3:11])[CH2:3][CH2:4][CH2:5][CH2:6][C:7]([O:9][CH3:10])=[O:8].N1C=CN=C1.[Si:17](Cl)([C:20]([CH3:23])([CH3:22])[CH3:21])([CH3:19])[CH3:18], predict the reaction product. The product is: [Si:17]([O:1][C@H:2]([CH3:11])[CH2:3][CH2:4][CH2:5][CH2:6][C:7]([O:9][CH3:10])=[O:8])([C:20]([CH3:23])([CH3:22])[CH3:21])([CH3:19])[CH3:18]. (6) Given the reactants [CH2:1]([O:3][C:4](=[O:26])[CH2:5][C:6]1[CH:7]=[C:8]([C:14]2[CH:19]=[CH:18][C:17]([C:20]([F:23])([F:22])[F:21])=[CH:16][C:15]=2[CH2:24]Br)[C:9]([O:12][CH3:13])=[CH:10][CH:11]=1)[CH3:2].[F:27][C:28]([F:32])([F:31])[CH2:29][SH:30], predict the reaction product. The product is: [CH2:1]([O:3][C:4](=[O:26])[CH2:5][C:6]1[CH:7]=[C:8]([C:14]2[CH:19]=[CH:18][C:17]([C:20]([F:23])([F:22])[F:21])=[CH:16][C:15]=2[CH2:24][S:30][CH2:29][C:28]([F:32])([F:31])[F:27])[C:9]([O:12][CH3:13])=[CH:10][CH:11]=1)[CH3:2]. (7) The product is: [CH3:30][O:3][C:4]1([C:25]([O:27][CH3:28])=[O:26])[CH2:5][CH2:6][N:7]([C:10]2[CH2:24][C:13]3([CH2:16][N:15]([C:17]([O:19][C:20]([CH3:23])([CH3:22])[CH3:21])=[O:18])[CH2:14]3)[O:12][N:11]=2)[CH2:8][CH2:9]1. Given the reactants [H-].[Na+].[OH:3][C:4]1([C:25]([O:27][CH3:28])=[O:26])[CH2:9][CH2:8][N:7]([C:10]2[CH2:24][C:13]3([CH2:16][N:15]([C:17]([O:19][C:20]([CH3:23])([CH3:22])[CH3:21])=[O:18])[CH2:14]3)[O:12][N:11]=2)[CH2:6][CH2:5]1.I[CH3:30].[Cl-].[NH4+], predict the reaction product.